Task: Predict the reactants needed to synthesize the given product.. Dataset: Full USPTO retrosynthesis dataset with 1.9M reactions from patents (1976-2016) (1) Given the product [C:15]([C:16]1[CH:6]=[C:5]([B:9]([OH:11])[OH:10])[CH:4]=[CH:3][CH:1]=1)([OH:18])=[O:12], predict the reactants needed to synthesize it. The reactants are: [C:1]([C:3]1[CH:4]=[C:5]([B:9]([OH:11])[OH:10])[CH:6]=CC=1)#N.[OH-:12].[K+].Cl.[CH2:15]([OH:18])[CH2:16]O. (2) Given the product [Br:26][C:27]1[CH:28]=[C:29]([CH:32]=[CH:33][CH:34]=1)[CH2:30][N:13]1[C:14]2[C:19](=[CH:18][CH:17]=[CH:16][CH:15]=2)[C:20](=[O:21])[C:11]([C:9]([C:6]2[CH:7]=[N:8][C:3]([C:2]([F:1])([F:22])[F:23])=[CH:4][CH:5]=2)=[O:10])=[CH:12]1, predict the reactants needed to synthesize it. The reactants are: [F:1][C:2]([F:23])([F:22])[C:3]1[N:8]=[CH:7][C:6]([C:9]([C:11]2[C:20](=[O:21])[C:19]3[C:14](=[CH:15][CH:16]=[CH:17][CH:18]=3)[NH:13][CH:12]=2)=[O:10])=[CH:5][CH:4]=1.[H-].[Na+].[Br:26][C:27]1[CH:28]=[C:29]([CH:32]=[CH:33][CH:34]=1)[CH2:30]Br. (3) The reactants are: [CH3:1][O:2][C:3]([C:5]1[S:9][C:8]([N:10]2[C:14]3[CH:15]=[CH:16][C:17]([C:19]([O:21]C=C)=[O:20])=[CH:18][C:13]=3[N:12]=[CH:11]2)=[CH:7][C:6]=1[O:24][CH2:25][C:26]1[CH:31]=[CH:30][CH:29]=[CH:28][C:27]=1[C:32]([F:35])([F:34])[F:33])=[O:4].N1CCOCC1.Cl.C(OCC)(=O)C. Given the product [CH3:1][O:2][C:3]([C:5]1[S:9][C:8]([N:10]2[C:14]3[CH:15]=[CH:16][C:17]([C:19]([OH:21])=[O:20])=[CH:18][C:13]=3[N:12]=[CH:11]2)=[CH:7][C:6]=1[O:24][CH2:25][C:26]1[CH:31]=[CH:30][CH:29]=[CH:28][C:27]=1[C:32]([F:35])([F:33])[F:34])=[O:4], predict the reactants needed to synthesize it. (4) Given the product [F:32][CH:30]([F:31])[C:22]1[C:23]2[C:28](=[CH:27][CH:26]=[C:25]([F:29])[CH:24]=2)[N:20]([S:17]([C:15]2[CH:14]=[CH:13][C:12]([O:33][CH3:34])=[C:11]([N:8]3[CH2:9][CH2:10][NH:5][CH2:6][CH2:7]3)[CH:16]=2)(=[O:19])=[O:18])[CH:21]=1, predict the reactants needed to synthesize it. The reactants are: ClC(Cl)(Cl)C([N:5]1[CH2:10][CH2:9][N:8]([C:11]2[CH:16]=[C:15]([S:17]([N:20]3[C:28]4[C:23](=[CH:24][C:25]([F:29])=[CH:26][CH:27]=4)[C:22]([CH:30]([F:32])[F:31])=[CH:21]3)(=[O:19])=[O:18])[CH:14]=[CH:13][C:12]=2[O:33][CH3:34])[CH2:7][CH2:6]1)=O.[OH-].[K+]. (5) Given the product [C:39]1([C:53]2[CH:54]=[CH:55][CH:56]=[CH:57][CH:58]=2)[CH:40]=[CH:41][C:42]([CH2:45][N:11]([CH2:22][C:23]2[N:24]=[C:25]3[CH:30]=[CH:29][CH:28]=[C:27]([N:31]4[CH2:36][CH2:35][N:34]([CH3:37])[CH2:33][CH2:32]4)[N:26]3[CH:38]=2)[C@@H:12]2[C:21]3[N:20]=[CH:19][CH:18]=[CH:17][C:16]=3[CH2:15][CH2:14][CH2:13]2)=[CH:43][CH:44]=1, predict the reactants needed to synthesize it. The reactants are: COC1C=CC([C@@H]([N:11]([CH2:22][C:23]2[N:24]=[C:25]3[CH:30]=[CH:29][CH:28]=[C:27]([N:31]4[CH2:36][CH2:35][N:34]([CH3:37])[CH2:33][CH2:32]4)[N:26]3[CH:38]=2)[C@@H:12]2[C:21]3[N:20]=[CH:19][CH:18]=[CH:17][C:16]=3[CH2:15][CH2:14][CH2:13]2)C)=CC=1.[C:39]1([C:53]2[CH:58]=[CH:57][CH:56]=[CH:55][CH:54]=2)[CH:44]=[CH:43][C:42]([C:45]2C(C=O)=CC=CC=2)=[CH:41][CH:40]=1. (6) Given the product [Cl:20][C:15]1[CH:14]=[C:13]([CH:18]=[CH:17][C:16]=1[Cl:19])[O:12][CH:9]1[CH2:8][CH2:7][N:6]([CH2:5][CH:4]([OH:21])[CH2:3][CH2:2][NH:1][C:32]([C:30]2[CH:29]=[CH:28][C:26]3[NH:27][C:23](=[O:22])[S:24][C:25]=3[CH:31]=2)=[O:33])[CH2:11][CH2:10]1, predict the reactants needed to synthesize it. The reactants are: [NH2:1][CH2:2][CH2:3][CH:4]([OH:21])[CH2:5][N:6]1[CH2:11][CH2:10][CH:9]([O:12][C:13]2[CH:18]=[CH:17][C:16]([Cl:19])=[C:15]([Cl:20])[CH:14]=2)[CH2:8][CH2:7]1.[O:22]=[C:23]1[NH:27][C:26]2[CH:28]=[CH:29][C:30]([C:32](O)=[O:33])=[CH:31][C:25]=2[S:24]1.